This data is from Forward reaction prediction with 1.9M reactions from USPTO patents (1976-2016). The task is: Predict the product of the given reaction. (1) Given the reactants [Cl:1][C:2]1[CH:11]=[CH:10][C:5]2[C:6]([OH:9])=[N:7][O:8][C:4]=2[CH:3]=1.[CH3:12][CH:13]1[CH2:18][CH2:17][N:16]([C:19](Cl)=[O:20])[CH2:15][CH2:14]1.C(N(CC)CC)C, predict the reaction product. The product is: [CH3:12][CH:13]1[CH2:18][CH2:17][N:16]([C:19]([O:9][C:6]2[C:5]3[CH:10]=[CH:11][C:2]([Cl:1])=[CH:3][C:4]=3[O:8][N:7]=2)=[O:20])[CH2:15][CH2:14]1. (2) The product is: [C:10]([N:9]=[C:12]([NH2:13])[NH:4][C:3]1[CH:5]=[CH:6][CH:7]=[CH:8][C:2]=1[F:1])#[N:11]. Given the reactants [F:1][C:2]1[CH:8]=[CH:7][CH:6]=[CH:5][C:3]=1[NH2:4].[N-:9]([C:12]#[N:13])[C:10]#[N:11].[Na+], predict the reaction product. (3) The product is: [C:1]([O:5][C:6](=[O:24])[N:7]([C@:9]([C:16]1[CH:21]=[CH:20][C:19]([Cl:22])=[C:18]([Cl:23])[CH:17]=1)([CH2:13][CH:14]=[CH2:15])[CH2:10][NH:11][CH3:12])[CH3:8])([CH3:2])([CH3:3])[CH3:4]. Given the reactants [C:1]([O:5][C:6](=[O:24])[N:7]([C@:9]([C:16]1[CH:21]=[CH:20][C:19]([Cl:22])=[C:18]([Cl:23])[CH:17]=1)([CH2:13][CH:14]=[CH2:15])[CH:10]=[N:11][CH3:12])[CH3:8])([CH3:4])([CH3:3])[CH3:2].B.[Na].CC(C)=O.O, predict the reaction product. (4) Given the reactants CCC.[OH:4][C:5]1([C:9]#[N:10])[CH2:8][CH2:7][CH2:6]1.[Cl:11][CH2:12][CH2:13]O, predict the reaction product. The product is: [Cl:11][CH2:12][CH2:13][O:4][C:5]1([C:9]#[N:10])[CH2:8][CH2:7][CH2:6]1. (5) Given the reactants [CH2:1]([CH:3]([C:9]([CH3:11])=O)[C:4]([O:6]CC)=O)[CH3:2].Cl.[S:13]1[CH:17]=[CH:16][CH:15]=[C:14]1[C:18](=[NH:20])[NH2:19].[H-].[Na+].Cl, predict the reaction product. The product is: [CH2:1]([C:3]1[C:4](=[O:6])[NH:20][C:18]([C:14]2[S:13][CH:17]=[CH:16][CH:15]=2)=[N:19][C:9]=1[CH3:11])[CH3:2]. (6) Given the reactants [Br:1][C:2]1[CH:3]=[C:4]([CH:8]=[C:9]([F:11])[CH:10]=1)[C:5](O)=[O:6], predict the reaction product. The product is: [Br:1][C:2]1[CH:3]=[C:4]([CH2:5][OH:6])[CH:8]=[C:9]([F:11])[CH:10]=1.